Predict the reactants needed to synthesize the given product. From a dataset of Full USPTO retrosynthesis dataset with 1.9M reactions from patents (1976-2016). (1) Given the product [CH:1]1([C:4]2[CH:5]=[C:6]([NH:7][C:17]([C:19]3[C:28]4[C:23](=[CH:24][C:25]([O:29][C:30]5[CH:35]=[CH:34][N:33]=[C:32]([CH2:36][O:37][CH3:38])[N:31]=5)=[CH:26][CH:27]=4)[CH:22]=[CH:21][CH:20]=3)=[O:16])[CH:8]=[CH:9][CH:10]=2)[CH2:3][CH2:2]1, predict the reactants needed to synthesize it. The reactants are: [CH:1]1([C:4]2[CH:5]=[C:6]([CH:8]=[CH:9][CH:10]=2)[NH2:7])[CH2:3][CH2:2]1.C[Al](C)C.C[O:16][C:17]([C:19]1[C:28]2[C:23](=[CH:24][C:25]([O:29][C:30]3[CH:35]=[CH:34][N:33]=[C:32]([CH2:36][O:37][CH3:38])[N:31]=3)=[CH:26][CH:27]=2)[CH:22]=[CH:21][CH:20]=1)=O.[NH4+].[Cl-]. (2) Given the product [CH3:29][N:28]([CH3:30])[CH2:27][C:26]([N:23]1[C:24]2[C:20](=[CH:19][CH:18]=[C:17]([N:11]3[C:12](=[O:16])[C:13]([CH3:15])([CH3:14])[N:9]([CH2:8][C:6]4[CH:5]=[CH:4][N:3]=[C:2]([NH:35][C:36]5[CH:37]=[N:38][CH:39]=[CH:40][CH:41]=5)[CH:7]=4)[C:10]3=[O:34])[CH:25]=2)[C:21]([CH3:33])([CH3:32])[CH2:22]1)=[O:31], predict the reactants needed to synthesize it. The reactants are: Cl[C:2]1[CH:7]=[C:6]([CH2:8][N:9]2[C:13]([CH3:15])([CH3:14])[C:12](=[O:16])[N:11]([C:17]3[CH:25]=[C:24]4[C:20]([C:21]([CH3:33])([CH3:32])[CH2:22][N:23]4[C:26](=[O:31])[CH2:27][N:28]([CH3:30])[CH3:29])=[CH:19][CH:18]=3)[C:10]2=[O:34])[CH:5]=[CH:4][N:3]=1.[NH2:35][C:36]1[CH:37]=[N:38][CH:39]=[CH:40][CH:41]=1.CC1(C)C2C=CC(P(C3C=CC=CC=3)C3C=CC=CC=3)=CC=2OC2C1=CC=C(P(C1C=CC=CC=1)C1C=CC=CC=1)C=2.C(=O)([O-])[O-].[Cs+].[Cs+]. (3) Given the product [F:4][C:5]1[CH:14]=[C:13]([C:15]2[C:20]([CH:21]3[CH2:26][CH2:25][N:24]([C:40]4[CH:49]=[CH:48][C:47]5[C:42](=[CH:43][C:44]([F:50])=[CH:45][CH:46]=5)[N:41]=4)[CH2:23][CH2:22]3)=[N:19][CH:18]=[CH:17][N:16]=2)[CH:12]=[CH:11][C:6]=1[C:7]([NH:9][CH3:10])=[O:8], predict the reactants needed to synthesize it. The reactants are: Cl.Cl.Cl.[F:4][C:5]1[CH:14]=[C:13]([C:15]2[C:20]([CH:21]3[CH2:26][CH2:25][NH:24][CH2:23][CH2:22]3)=[N:19][CH:18]=[CH:17][N:16]=2)[CH:12]=[CH:11][C:6]=1[C:7]([NH:9][CH3:10])=[O:8].C(N(CC)CC)C.FC(F)(F)S(O[C:40]1[CH:49]=[CH:48][C:47]2[C:42](=[CH:43][C:44]([F:50])=[CH:45][CH:46]=2)[N:41]=1)(=O)=O. (4) Given the product [ClH:22].[N:1]12[CH2:9][CH2:8][CH:5]([CH2:6][CH2:7]1)[N:4]([C:10]1[CH:15]=[CH:14][C:13]([NH:16][C:20](=[O:21])[C:19]3[CH:23]=[CH:24][CH:25]=[CH:26][C:18]=3[F:17])=[CH:12][CH:11]=1)[CH2:3][CH2:2]2, predict the reactants needed to synthesize it. The reactants are: [N:1]12[CH2:9][CH2:8][CH:5]([CH2:6][CH2:7]1)[N:4]([C:10]1[CH:15]=[CH:14][C:13]([NH2:16])=[CH:12][CH:11]=1)[CH2:3][CH2:2]2.[F:17][C:18]1[CH:26]=[CH:25][CH:24]=[CH:23][C:19]=1[C:20]([Cl:22])=[O:21].